Predict which catalyst facilitates the given reaction. From a dataset of Catalyst prediction with 721,799 reactions and 888 catalyst types from USPTO. (1) Reactant: [H-].[Na+].[NH:3]1[C:11]2[C:6](=[CH:7][C:8]([C:12]([O:14][CH3:15])=[O:13])=[CH:9][CH:10]=2)[CH:5]=[N:4]1.I[CH3:17]. Product: [CH3:17][N:3]1[C:11]2[C:6](=[CH:7][C:8]([C:12]([O:14][CH3:15])=[O:13])=[CH:9][CH:10]=2)[CH:5]=[N:4]1. The catalyst class is: 3. (2) Reactant: [Br:1][C:2]1[N:3]=[C:4]([N:11]2[CH:15]=[CH:14][N:13]=[C:12]2[C:16]2[CH:21]=[CH:20][N:19]=[CH:18][CH:17]=2)[C:5]2[N:6]([CH:8]=[CH:9][N:10]=2)[CH:7]=1.Cl.[NH2:23][C:24]1[CH:25]=[C:26](B(O)O)[CH:27]=[CH:28][CH:29]=1.P([O-])([O-])([O-])=O.[K+].[K+].[K+].COCCOC. Product: [Br:1][C:2]1([C:28]2[CH:29]=[C:24]([NH2:23])[CH:25]=[CH:26][CH:27]=2)[CH2:7][N:6]2[CH:8]=[CH:9][N:10]=[C:5]2[C:4]([N:11]2[CH:15]=[CH:14][N:13]=[C:12]2[C:16]2[CH:21]=[CH:20][N:19]=[CH:18][CH:17]=2)=[N:3]1. The catalyst class is: 690. (3) Reactant: Cl[C:2]1[N:7]=[C:6]([C:8]([OH:10])=[O:9])[CH:5]=[CH:4][C:3]=1[CH3:11].[S:12]([O-:15])([O-:14])=[O:13].[Na+].[Na+].O. Product: [CH3:11][C:3]1[CH:4]=[CH:5][C:6]([C:8]([OH:10])=[O:9])=[N:7][C:2]=1[S:12]([OH:15])(=[O:14])=[O:13]. The catalyst class is: 8. (4) Reactant: [Cl:1][C:2]1[CH:3]=[CH:4][C:5]([O:12][CH3:13])=[C:6]([S:8](Cl)(=[O:10])=[O:9])[CH:7]=1.[CH3:14][O:15][C:16](=[O:25])[C:17]1[CH:22]=[CH:21][C:20]([OH:23])=[C:19]([NH2:24])[CH:18]=1. Product: [CH3:14][O:15][C:16](=[O:25])[C:17]1[CH:22]=[CH:21][C:20]([OH:23])=[C:19]([NH:24][S:8]([C:6]2[CH:7]=[C:2]([Cl:1])[CH:3]=[CH:4][C:5]=2[O:12][CH3:13])(=[O:10])=[O:9])[CH:18]=1. The catalyst class is: 17.